Dataset: Full USPTO retrosynthesis dataset with 1.9M reactions from patents (1976-2016). Task: Predict the reactants needed to synthesize the given product. (1) Given the product [CH2:1]([C@H:8]1[CH2:12][O:11][C:10](=[O:13])[N:9]1[C:14](=[O:36])[CH2:15][C@@H:16]([C:22]1[CH:27]=[CH:26][C:25]([OH:28])=[CH:24][CH:23]=1)[CH:17]1[CH:21]=[CH:20][O:19][NH:18]1)[C:2]1[CH:7]=[CH:6][CH:5]=[CH:4][CH:3]=1, predict the reactants needed to synthesize it. The reactants are: [CH2:1]([C@H:8]1[CH2:12][O:11][C:10](=[O:13])[N:9]1[C:14](=[O:36])[CH2:15][C@@H:16]([C:22]1[CH:27]=[CH:26][C:25]([O:28]CC2C=CC=CC=2)=[CH:24][CH:23]=1)[CH:17]1[CH:21]=[CH:20][O:19][NH:18]1)[C:2]1[CH:7]=[CH:6][CH:5]=[CH:4][CH:3]=1. (2) Given the product [F:1][C:2]1[C:9]([CH2:10][CH2:11][OH:15])=[CH:8][C:5]([C:6]#[N:7])=[C:4]([O:13][CH3:14])[CH:3]=1, predict the reactants needed to synthesize it. The reactants are: [F:1][C:2]1[C:9]([CH2:10][CH:11]=C)=[CH:8][C:5]([C:6]#[N:7])=[C:4]([O:13][CH3:14])[CH:3]=1.[O:15]=[O+][O-].[BH4-].[Na+]. (3) Given the product [F:1][C:2]([F:37])([F:38])[C:3]1[CH:4]=[C:5]([CH:30]=[C:31]([C:33]([F:36])([F:34])[F:35])[CH:32]=1)[CH2:6][N:7]([CH2:8][C:9]1[CH:14]=[C:13]([C:15]([F:18])([F:17])[F:16])[CH:12]=[CH:11][C:10]=1[C:19]1[CH:24]=[C:23]([CH:25]([CH3:26])[CH3:27])[CH:22]=[CH:21][C:20]=1[O:28][CH3:29])[CH:39]=[O:40], predict the reactants needed to synthesize it. The reactants are: [F:1][C:2]([F:38])([F:37])[C:3]1[CH:4]=[C:5]([CH:30]=[C:31]([C:33]([F:36])([F:35])[F:34])[CH:32]=1)[CH2:6][NH:7][CH2:8][C:9]1[CH:14]=[C:13]([C:15]([F:18])([F:17])[F:16])[CH:12]=[CH:11][C:10]=1[C:19]1[CH:24]=[C:23]([CH:25]([CH3:27])[CH3:26])[CH:22]=[CH:21][C:20]=1[O:28][CH3:29].[C:39]([O-])(O)=[O:40].[Na+]. (4) The reactants are: [CH:1]([N:3]1[CH2:7][CH2:6][CH2:5][C:4]1=[O:8])=[CH2:2].[C:9]([O:13][CH2:14][CH2:15][OH:16])(=[O:12])[CH:10]=[CH2:11].CC(N=NC(C#N)(CCC(O)=O)C)(C#N)CCC(O)=O.N(CCO)(CCO)CCO. Given the product [CH:1]([N:3]1[CH2:7][CH2:6][CH2:5][C:4]1=[O:8])=[CH2:2].[C:9]([O:13][CH2:14][CH2:15][OH:16])(=[O:12])[CH:10]=[CH2:11], predict the reactants needed to synthesize it. (5) The reactants are: [OH:1][C@H:2]1[CH2:6][CH2:5][C@H:4]([NH2:7])[CH2:3]1.[CH2:8]([O:15][C:16](N1C(=O)CCC1=O)=[O:17])[C:9]1[CH:14]=[CH:13][CH:12]=[CH:11][CH:10]=1. Given the product [OH:1][C@H:2]1[CH2:6][CH2:5][C@H:4]([NH:7][C:16](=[O:17])[O:15][CH2:8][C:9]2[CH:14]=[CH:13][CH:12]=[CH:11][CH:10]=2)[CH2:3]1, predict the reactants needed to synthesize it. (6) Given the product [F:1][C:2]1[CH:7]=[CH:6][CH:5]=[CH:4][C:3]=1[N:8]1[C:12]([CH2:13][CH2:14][C:15]2[S:16][CH:17]=[CH:18][N:19]=2)=[C:11]([C:20]([N:22]([CH2:44][CH:45]([CH3:47])[CH3:46])[C@H:23]2[CH2:28][C@@H:27]([C:29]([N:31]3[CH2:36][CH2:35][O:34][CH2:33][CH2:32]3)=[O:30])[CH2:26][N:25]([C:37]([O:39][C:40]([CH3:41])([CH3:42])[CH3:43])=[O:38])[CH2:24]2)=[O:21])[N:10]=[N:9]1, predict the reactants needed to synthesize it. The reactants are: [F:1][C:2]1[CH:7]=[CH:6][CH:5]=[CH:4][C:3]=1[N:8]1[C:12](/[CH:13]=[CH:14]/[C:15]2[S:16][CH:17]=[CH:18][N:19]=2)=[C:11]([C:20]([N:22]([CH2:44][CH:45]([CH3:47])[CH3:46])[C@H:23]2[CH2:28][C@@H:27]([C:29]([N:31]3[CH2:36][CH2:35][O:34][CH2:33][CH2:32]3)=[O:30])[CH2:26][N:25]([C:37]([O:39][C:40]([CH3:43])([CH3:42])[CH3:41])=[O:38])[CH2:24]2)=[O:21])[N:10]=[N:9]1. (7) Given the product [N+:1]([O:4][CH2:5][CH2:6][NH:7][C:8](=[O:12])[O:9][CH2:10][N:31]1[C:30](=[O:35])[CH:29]([CH2:28][C:27]2[CH:36]=[CH:37][C:24]([O:23][CH2:22][CH2:21][C:18]3[CH:17]=[CH:16][C:15]([CH2:13][CH3:14])=[CH:20][N:19]=3)=[CH:25][CH:26]=2)[S:33][C:32]1=[O:34])([O-:3])=[O:2], predict the reactants needed to synthesize it. The reactants are: [N+:1]([O:4][CH2:5][CH2:6][NH:7][C:8](=[O:12])[O:9][CH2:10]Cl)([O-:3])=[O:2].[CH2:13]([C:15]1[CH:16]=[CH:17][C:18]([CH2:21][CH2:22][O:23][C:24]2[CH:37]=[CH:36][C:27]([CH2:28][CH:29]3[S:33][C:32](=[O:34])[NH:31][C:30]3=[O:35])=[CH:26][CH:25]=2)=[N:19][CH:20]=1)[CH3:14].C(N(CC)CC)C. (8) Given the product [CH3:31][O:32][C:33]1[CH:34]=[C:35]([NH:36][C:2]2[C:3]3[NH:21][N:20]=[CH:19][C:4]=3[N:5]=[C:6]([C:8]3[CH:18]=[CH:17][C:11]4[O:12][CH2:13][C:14](=[O:16])[NH:15][C:10]=4[CH:9]=3)[N:7]=2)[CH:37]=[CH:38][C:39]=1[O:40][CH3:41], predict the reactants needed to synthesize it. The reactants are: Cl[C:2]1[C:3]2[C:4](=[CH:19][N:20](CC3C=CC(OC)=CC=3)[N:21]=2)[N:5]=[C:6]([C:8]2[CH:18]=[CH:17][C:11]3[O:12][CH2:13][C:14](=[O:16])[NH:15][C:10]=3[CH:9]=2)[N:7]=1.[CH3:31][O:32][C:33]1[CH:34]=[C:35]([CH:37]=[CH:38][C:39]=1[O:40][CH3:41])[NH2:36].Cl.